From a dataset of Forward reaction prediction with 1.9M reactions from USPTO patents (1976-2016). Predict the product of the given reaction. Given the reactants [CH3:1][S:2][C:3]1[C:8](=[O:9])[N:7]([CH2:10][C:11]([OH:13])=[O:12])[N:6]=[CH:5][C:4]=1[NH:14][C@@H:15]1[CH2:20][C@@H:19]2[CH2:21][C@@H:17]([C:18]2([CH3:23])[CH3:22])[C@H:16]1[CH3:24].[CH2:25](O)[CH3:26].C(OCC)(=O)C, predict the reaction product. The product is: [CH3:1][S:2][C:3]1[C:8](=[O:9])[N:7]([CH2:10][C:11]([O:13][CH2:25][CH3:26])=[O:12])[N:6]=[CH:5][C:4]=1[NH:14][C@@H:15]1[CH2:20][C@@H:19]2[CH2:21][C@@H:17]([C:18]2([CH3:23])[CH3:22])[C@H:16]1[CH3:24].